From a dataset of Reaction yield outcomes from USPTO patents with 853,638 reactions. Predict the reaction yield, written as a fraction of the theoretical maximum amount of product (1.0 means a 100% yield; for example, 0.34 means a 34% yield). (1) The reactants are [Cl:1][CH2:2][CH2:3][O:4][C:5]1[C:21]([O:22][CH3:23])=[CH:20][C:8]2[CH:9]=[C:10]3[C:15](=[CH:16][C:7]=2[CH:6]=1)[NH:14][CH:13]=[C:12]([C:17]#[N:18])[C:11]3=O.[Cl:24]CCOC1C(OC)=CC2C=C3C(C(=O)C(C#N)=CN3)=CC=2C=1.P(Cl)(Cl)(Cl)=O. The catalyst is CN(C)C=O. The product is [Cl:24][C:11]1[C:10]2[C:15](=[CH:16][C:7]3[CH:6]=[C:5]([O:4][CH2:3][CH2:2][Cl:1])[C:21]([O:22][CH3:23])=[CH:20][C:8]=3[CH:9]=2)[N:14]=[CH:13][C:12]=1[C:17]#[N:18]. The yield is 0.870. (2) The reactants are [N:1]1[CH:6]=[CH:5][CH:4]=[CH:3][C:2]=1[C:7]1[N:12]=[C:11]([CH3:13])[C:10]([C:14]([OH:16])=O)=[CH:9][N:8]=1.[NH2:17][N:18]1[C:26]2[C:21](=[CH:22][C:23]([F:27])=[CH:24][CH:25]=2)[C:20]([CH2:28][CH2:29][C:30]([CH3:33])([OH:32])[CH3:31])=[CH:19]1.C[N+]1(C2N=C(OC)N=C(OC)N=2)CCOCC1.[Cl-]. The catalyst is CN(C=O)C.C([O-])([O-])=O.[Na+].[Na+]. The product is [F:27][C:23]1[CH:22]=[C:21]2[C:26](=[CH:25][CH:24]=1)[N:18]([NH:17][C:14]([C:10]1[C:11]([CH3:13])=[N:12][C:7]([C:2]3[CH:3]=[CH:4][CH:5]=[CH:6][N:1]=3)=[N:8][CH:9]=1)=[O:16])[CH:19]=[C:20]2[CH2:28][CH2:29][C:30]([OH:32])([CH3:31])[CH3:33]. The yield is 0.440. (3) The reactants are Cl.O1CCOCC1.[CH3:8][N:9]([CH3:25])[C:10](=[S:24])[S:11][C:12]1[CH:17]=[CH:16][CH:15]=[C:14]([O:18][CH3:19])[C:13]=1[O:20]COC. The catalyst is CO. The product is [CH3:25][N:9]([CH3:8])[C:10](=[S:24])[S:11][C:12]1[CH:17]=[CH:16][CH:15]=[C:14]([O:18][CH3:19])[C:13]=1[OH:20]. The yield is 0.780. (4) The reactants are C[Si]([N-][Si](C)(C)C)(C)C.[Li+].[Cl:11][C:12]1[N:20]=[C:19]([Cl:21])[C:18]([F:22])=[CH:17][C:13]=1[C:14]([NH2:16])=[O:15].CN(C)[CH:25]=[O:26]. The catalyst is O1CCCC1. The product is [Cl:11][C:12]1[C:13]2[C:14](=[O:15])[NH:16][CH:25]([OH:26])[C:17]=2[C:18]([F:22])=[C:19]([Cl:21])[N:20]=1. The yield is 0.898. (5) The reactants are [C:1]([O:5][C:6]([N:8]1[C:16]2[CH:15]=[CH:14][C:13]([Cl:17])=[CH:12][C:11]=2[C:10]2[CH2:18][CH:19]([C:21]([S:25]([C:28]3[CH:33]=[CH:32][CH:31]=[CH:30][CH:29]=3)(=[O:27])=[O:26])([CH3:24])[CH2:22][OH:23])[CH2:20][C:9]1=2)=[O:7])([CH3:4])([CH3:3])[CH3:2].[H-].[Na+].[CH3:36]I. The catalyst is C1COCC1. The product is [C:1]([O:5][C:6]([N:8]1[C:16]2[CH:15]=[CH:14][C:13]([Cl:17])=[CH:12][C:11]=2[C:10]2[CH2:18][CH:19]([C:21]([S:25]([C:28]3[CH:29]=[CH:30][CH:31]=[CH:32][CH:33]=3)(=[O:26])=[O:27])([CH3:24])[CH2:22][O:23][CH3:36])[CH2:20][C:9]1=2)=[O:7])([CH3:2])([CH3:3])[CH3:4]. The yield is 1.00.